From a dataset of Forward reaction prediction with 1.9M reactions from USPTO patents (1976-2016). Predict the product of the given reaction. (1) Given the reactants [CH3:1][O:2][CH2:3][CH2:4][O:5][C:6]1[C:7]([CH3:19])=[C:8]([CH:12]=[CH:13][C:14]=1[S:15]([CH3:18])(=[O:17])=[O:16])[C:9]([OH:11])=O.C(Cl)(=O)C(Cl)=O.CN(C=O)C.Cl.[OH:32][C:33]1[N:37]([CH2:38][CH3:39])[N:36]=[CH:35][CH:34]=1, predict the reaction product. The product is: [CH3:1][O:2][CH2:3][CH2:4][O:5][C:6]1[C:7]([CH3:19])=[C:8]([C:9]([C:34]2[CH:35]=[N:36][N:37]([CH2:38][CH3:39])[C:33]=2[OH:32])=[O:11])[CH:12]=[CH:13][C:14]=1[S:15]([CH3:18])(=[O:17])=[O:16]. (2) The product is: [CH2:24]1[N:23]([CH2:21][CH2:8][OH:7])[CH2:25][CH2:26][N:27]([CH2:29][CH2:43][S:51]([OH:55])(=[O:53])=[O:52])[CH2:28]1. Given the reactants CCC(C[O:7][C:8]([C:21]([N:23]([CH2:25][CH2:26][NH+:27]([CH3:29])[CH3:28])[CH3:24])=O)(C1C=CC=CC=1)C1C=CC=CC=1)CC.[Cl-].CC(O)=O.C(O)C(N)(CO)CO.[CH2:43](S)[C@@H](O)[C@H](O)CS.[S:51]([O-:55])([O-])(=[O:53])=[O:52].[NH4+].[NH4+], predict the reaction product.